This data is from Full USPTO retrosynthesis dataset with 1.9M reactions from patents (1976-2016). The task is: Predict the reactants needed to synthesize the given product. (1) Given the product [CH2:9]([N:8]([C@H:16]1[C@@H:20]2[O:21][C:22]([CH3:24])([CH3:25])[O:23][C@@H:19]2[C@@H:18]([O:26][CH2:28][C:29]([O:31][C:32]([CH3:35])([CH3:34])[CH3:33])=[O:30])[CH2:17]1)[CH2:1][C:2]1[CH:7]=[CH:6][CH:5]=[CH:4][CH:3]=1)[C:10]1[CH:15]=[CH:14][CH:13]=[CH:12][CH:11]=1, predict the reactants needed to synthesize it. The reactants are: [CH2:1]([N:8]([C@H:16]1[C@@H:20]2[O:21][C:22]([CH3:25])([CH3:24])[O:23][C@@H:19]2[C@@H:18]([OH:26])[CH2:17]1)[CH2:9][C:10]1[CH:15]=[CH:14][CH:13]=[CH:12][CH:11]=1)[C:2]1[CH:7]=[CH:6][CH:5]=[CH:4][CH:3]=1.Br[CH2:28][C:29]([O:31][C:32]([CH3:35])([CH3:34])[CH3:33])=[O:30]. (2) Given the product [Cl:8][C:4]1[CH:5]=[CH:6][CH:7]=[C:2]([Cl:1])[C:3]=1[C:9]1[S:10][C:11]2[C:38]([NH:23][C:22]([CH:21]3[CH2:25][CH2:26]3)=[O:37])=[N:39][CH:40]=[CH:14][C:12]=2[N:13]=1, predict the reactants needed to synthesize it. The reactants are: [Cl:1][C:2]1[CH:7]=[CH:6][CH:5]=[C:4]([Cl:8])[C:3]=1[C:9]1[S:10][CH:11]=[C:12]([C:14](OCC)=O)[N:13]=1.ClC1C=C[CH:26]=[C:25](Cl)[C:21]=1[C:22](=S)[NH2:23].BrCC(=O)C([O-])=O.[OH2:37].[CH3:38][N:39](C=O)[CH3:40]. (3) Given the product [CH3:18][O:17][C:16]1[CH:15]=[CH:14][CH:13]=[C:12]([O:19][CH3:20])[C:11]=1[CH:2]1[N:1]([CH2:35][C:31]2[CH:32]=[CH:33][C:34]3[N:22]([CH3:21])[C:23]4[C:28]([C:29]=3[CH:30]=2)=[CH:27][CH:26]=[CH:25][CH:24]=4)[C:5](=[O:7])[CH:4]([CH3:10])[CH2:3]1, predict the reactants needed to synthesize it. The reactants are: [NH2:1][CH:2]([C:11]1[C:16]([O:17][CH3:18])=[CH:15][CH:14]=[CH:13][C:12]=1[O:19][CH3:20])[CH2:3][CH:4]([CH3:10])[C:5]([O:7]CC)=O.[CH3:21][N:22]1[C:34]2[CH:33]=[CH:32][C:31]([CH:35]=O)=[CH:30][C:29]=2[C:28]2[C:23]1=[CH:24][CH:25]=[CH:26][CH:27]=2. (4) Given the product [CH:43]1([CH2:42][N:18]([C:19]2[CH:24]=[CH:23][C:22]([CH:25]([CH3:26])[CH3:27])=[CH:21][N:20]=2)[S:15]([C:12]2[CH:11]=[CH:10][C:9]([O:8][CH2:7][C:6]3[C:2]([CH3:1])=[N:3][O:4][C:5]=3[CH3:28])=[CH:14][CH:13]=2)(=[O:17])=[O:16])[CH2:46][CH2:45][CH2:44]1, predict the reactants needed to synthesize it. The reactants are: [CH3:1][C:2]1[C:6]([CH2:7][O:8][C:9]2[CH:14]=[CH:13][C:12]([S:15]([NH:18][C:19]3[CH:24]=[CH:23][C:22]([CH:25]([CH3:27])[CH3:26])=[CH:21][N:20]=3)(=[O:17])=[O:16])=[CH:11][CH:10]=2)=[C:5]([CH3:28])[O:4][N:3]=1.C(N=C(N(C)C)N(C)C)(C)(C)C.Br[CH2:42][CH:43]1[CH2:46][CH2:45][CH2:44]1. (5) The reactants are: Cl[C:2]1[C:3]([CH2:22][O:23][CH:24]2[CH2:29][CH2:28][CH2:27][CH2:26][O:25]2)=[C:4]2[C:8](=[C:9]([CH3:11])[CH:10]=1)[N:7]([S:12]([C:15]1[CH:21]=[CH:20][C:18]([CH3:19])=[CH:17][CH:16]=1)(=[O:14])=[O:13])[CH:6]=[CH:5]2.C(=O)([O-])[O-].[Cs+].[Cs+].[CH2:36]([B-](F)(F)F)[CH3:37].[K+].O. Given the product [CH2:36]([C:2]1[C:3]([CH2:22][O:23][CH:24]2[CH2:29][CH2:28][CH2:27][CH2:26][O:25]2)=[C:4]2[C:8](=[C:9]([CH3:11])[CH:10]=1)[N:7]([S:12]([C:15]1[CH:21]=[CH:20][C:18]([CH3:19])=[CH:17][CH:16]=1)(=[O:14])=[O:13])[CH:6]=[CH:5]2)[CH3:37], predict the reactants needed to synthesize it. (6) Given the product [ClH:11].[Cl:11][CH2:13][CH2:19][N:1]1[CH2:6][CH2:5][O:4][CH2:3][CH2:2]1, predict the reactants needed to synthesize it. The reactants are: [NH:1]1[CH2:6][CH2:5][O:4][CH2:3][CH2:2]1.[OH-].[Na+].S(Cl)([Cl:11])=O.[C:13]1([CH3:19])C=CC=CC=1. (7) Given the product [N:9]([CH2:12][CH2:23][C:24]([NH:1][C:2]1[CH:7]=[CH:6][C:5]([OH:8])=[CH:4][CH:3]=1)=[O:27])=[N+:10]=[N-:11], predict the reactants needed to synthesize it. The reactants are: [NH2:1][C:2]1[CH:7]=[CH:6][C:5]([OH:8])=[CH:4][CH:3]=1.[N:9]([CH:12]([CH3:23])C(ON1C(=O)CCC1=O)=O)=[N+:10]=[N-:11].[C:24](#N)C.[OH2:27]. (8) Given the product [F:1][C:2]1[CH:7]=[CH:6][C:5]([C:8]([CH3:15])([CH3:16])[C:9](=[O:10])[CH3:20])=[CH:4][C:3]=1[O:17][CH3:18], predict the reactants needed to synthesize it. The reactants are: [F:1][C:2]1[CH:7]=[CH:6][C:5]([C:8]([CH3:16])([CH3:15])[C:9](N(OC)C)=[O:10])=[CH:4][C:3]=1[O:17][CH3:18].[Li][CH3:20]. (9) Given the product [CH3:9][O:10][C:11]1[CH:16]=[CH:15][C:14]([NH:17][C@H:1]([C:2]2[CH:7]=[CH:6][CH:5]=[CH:4][CH:3]=2)[C@H:19]([CH3:23])[CH2:20][OH:21])=[CH:13][CH:12]=1, predict the reactants needed to synthesize it. The reactants are: [CH:1](=O)[C:2]1[CH:7]=[CH:6][CH:5]=[CH:4][CH:3]=1.[CH3:9][O:10][C:11]1[CH:16]=[CH:15][C:14]([NH2:17])=[CH:13][CH:12]=1.N1CC[CH2:23][C@H:19]1[C:20](O)=[O:21].C(=O)CC.P([O-])([O-])([O-])=O.[BH4-].[Na+].